This data is from Forward reaction prediction with 1.9M reactions from USPTO patents (1976-2016). The task is: Predict the product of the given reaction. (1) Given the reactants [CH:1]1([C:7]2[C:8]3[S:24][C:23]([C:25]([O:27][CH3:28])=[O:26])=[C:22]([CH3:29])[C:9]=3[N:10](COC)[C:11]=2[C:12]2[CH:17]=[CH:16][CH:15]=[CH:14][C:13]=2[OH:18])[CH2:6][CH2:5][CH2:4][CH2:3][CH2:2]1.Cl.CC1(C)[N:36]([C:37]([O:39][CH2:40][C:41]2[CH:46]=[CH:45][CH:44]=[CH:43][CH:42]=2)=[O:38])[C@@H:35]([CH2:47]OS(C2C=CC([N+]([O-])=O)=CC=2)(=O)=O)[CH2:34][O:33]1, predict the reaction product. The product is: [CH2:40]([O:39][C:37]([NH:36][C@H:35]([CH2:34][OH:33])[CH2:47][O:18][C:13]1[CH:14]=[CH:15][CH:16]=[CH:17][C:12]=1[C:11]1[NH:10][C:9]2[C:22]([CH3:29])=[C:23]([C:25]([O:27][CH3:28])=[O:26])[S:24][C:8]=2[C:7]=1[CH:1]1[CH2:2][CH2:3][CH2:4][CH2:5][CH2:6]1)=[O:38])[C:41]1[CH:46]=[CH:45][CH:44]=[CH:43][CH:42]=1. (2) Given the reactants [Cl:1][C:2]1[CH:7]=[CH:6][CH:5]=[C:4]([Cl:8])[C:3]=1[CH2:9][S:10]([C:13]1[CH:14]=[C:15]2[C:19](=[CH:20][CH:21]=1)[NH:18][C:17](=[O:22])/[C:16]/2=[CH:23]\[C:24]1[NH:28][C:27]([CH3:29])=[C:26]([CH2:30][CH2:31][C:32](O)=[O:33])[C:25]=1[CH3:35])(=[O:12])=[O:11].CN(C(ON1N=NC2C=CC=NC1=2)=[N+](C)C)C.F[P-](F)(F)(F)(F)F.[N:60]1([CH2:65][C@@H:66]2[CH2:71][CH2:70][CH2:69][NH:68][CH2:67]2)[CH2:64][CH2:63][CH2:62][CH2:61]1, predict the reaction product. The product is: [Cl:1][C:2]1[CH:7]=[CH:6][CH:5]=[C:4]([Cl:8])[C:3]=1[CH2:9][S:10]([C:13]1[CH:14]=[C:15]2[C:19](=[CH:20][CH:21]=1)[NH:18][C:17](=[O:22])/[C:16]/2=[CH:23]\[C:24]1[NH:28][C:27]([CH3:29])=[C:26]([CH2:30][CH2:31][C:32](=[O:33])[N:68]2[CH2:69][CH2:70][CH2:71][C@@H:66]([CH2:65][N:60]3[CH2:61][CH2:62][CH2:63][CH2:64]3)[CH2:67]2)[C:25]=1[CH3:35])(=[O:11])=[O:12]. (3) Given the reactants [S:1]1[CH:5]=[CH:4][N:3]=[C:2]1[NH:6][S:7]([C:10]1[CH:11]=[C:12]2[C:17](=[CH:18][CH:19]=1)[N:16](C=O)[CH2:15][CH2:14][CH2:13]2)(=[O:9])=[O:8].[OH-].[K+], predict the reaction product. The product is: [S:1]1[CH:5]=[CH:4][N:3]=[C:2]1[NH:6][S:7]([C:10]1[CH:11]=[C:12]2[C:17](=[CH:18][CH:19]=1)[NH:16][CH2:15][CH2:14][CH2:13]2)(=[O:9])=[O:8]. (4) Given the reactants [CH3:1][Si:2]([C:5]1[CH:10]=[CH:9][CH:8]=[CH:7][CH:6]=1)([Cl:4])[Cl:3].[C:11]1([SiH:17]([Cl:19])[Cl:18])[CH:16]=[CH:15][CH:14]=[CH:13][CH:12]=1, predict the reaction product. The product is: [CH3:1][Si:2]([C:5]1[CH:10]=[CH:9][CH:8]=[CH:7][CH:6]=1)([Cl:4])[Cl:3].[C:11]1([SiH:17]([Cl:19])[Cl:18])[CH:16]=[CH:15][CH:14]=[CH:13][CH:12]=1. (5) Given the reactants Cl[C:2]1[N:7]=[C:6]([Cl:8])[N:5]=[C:4]([NH:9][C:10]2[N:11]=[CH:12][N:13]([CH3:15])[CH:14]=2)[N:3]=1.Cl.[F:17][C:18]1[C:19]([CH:25]([NH2:27])[CH3:26])=[N:20][CH:21]=[C:22]([F:24])[CH:23]=1.CCN(C(C)C)C(C)C, predict the reaction product. The product is: [Cl:8][C:6]1[N:7]=[C:2]([NH:27][CH:25]([C:19]2[C:18]([F:17])=[CH:23][C:22]([F:24])=[CH:21][N:20]=2)[CH3:26])[N:3]=[C:4]([NH:9][C:10]2[N:11]=[CH:12][N:13]([CH3:15])[CH:14]=2)[N:5]=1. (6) Given the reactants [N:1]1([C:5](=[O:15])[CH2:6][C:7]2[CH:12]=[CH:11][C:10]([OH:13])=[C:9]([F:14])[CH:8]=2)[CH2:4][CH2:3][CH2:2]1.[CH2:16]([C:18]1[CH:19]=[N:20][C:21]([N:24]2[CH2:29][CH2:28][CH:27]([C@H:30]3[CH2:32][C@H:31]3[CH2:33][CH2:34]O)[CH2:26][CH2:25]2)=[N:22][CH:23]=1)[CH3:17].C1(P(C2C=CC=CC=2)C2C=CC=CC=2)C=CC=CC=1.N(C(OC(C)(C)C)=O)=NC(OC(C)(C)C)=O, predict the reaction product. The product is: [N:1]1([C:5](=[O:15])[CH2:6][C:7]2[CH:12]=[CH:11][C:10]([O:13][CH2:34][CH2:33][C@@H:31]3[CH2:32][C@@H:30]3[CH:27]3[CH2:26][CH2:25][N:24]([C:21]4[N:20]=[CH:19][C:18]([CH2:16][CH3:17])=[CH:23][N:22]=4)[CH2:29][CH2:28]3)=[C:9]([F:14])[CH:8]=2)[CH2:4][CH2:3][CH2:2]1.